This data is from Retrosynthesis with 50K atom-mapped reactions and 10 reaction types from USPTO. The task is: Predict the reactants needed to synthesize the given product. (1) Given the product N#Cc1ccc(CCC(=O)N2CCCc3cc(NCc4ccccc4)ccc32)cc1, predict the reactants needed to synthesize it. The reactants are: N#Cc1ccc(CCC(=O)N2CCCc3cc(N)ccc32)cc1.O=Cc1ccccc1. (2) Given the product Cn1c(CN2CCC(CCCc3cccc(F)c3)CC2)c(Br)c(=O)n1-c1ccccc1, predict the reactants needed to synthesize it. The reactants are: Cn1c(CBr)c(Br)c(=O)n1-c1ccccc1.Fc1cccc(CCCC2CCNCC2)c1. (3) Given the product COC(=O)c1c(-c2ccc(F)cc2)oc2cc(NS(=O)(=O)c3ccccc3)c(Br)cc12, predict the reactants needed to synthesize it. The reactants are: COC(=O)c1c(-c2ccc(F)cc2)oc2cc(N)c(Br)cc12.O=S(=O)(Cl)c1ccccc1. (4) Given the product O=C(CC[C@H]1C(=O)N(c2ccc(F)cc2)[C@@H]1c1ccc(OCc2ccccc2)cc1)c1ccc(F)cc1, predict the reactants needed to synthesize it. The reactants are: O=C1[C@H](CCC2(c3ccc(F)cc3)OCCO2)[C@@H](c2ccc(OCc3ccccc3)cc2)N1c1ccc(F)cc1. (5) Given the product N=C1NOC(=N)C1C1CCC(=O)CC1, predict the reactants needed to synthesize it. The reactants are: N=C1NOC(=N)C1C1CCC2(CC1)OCCO2.